This data is from Forward reaction prediction with 1.9M reactions from USPTO patents (1976-2016). The task is: Predict the product of the given reaction. (1) Given the reactants [Cl:1][C:2]1[N:10]=[C:9]2[C:5]([NH:6][CH:7]=[N:8]2)=[C:4](Cl)[N:3]=1.[NH:12]1[CH2:22][CH2:21][CH2:20][CH:14]([C:15]([O:17][CH2:18][CH3:19])=[O:16])[CH2:13]1.CCN(C(C)C)C(C)C, predict the reaction product. The product is: [Cl:1][C:2]1[N:10]=[C:9]2[C:5]([N:6]=[CH:7][NH:8]2)=[C:4]([N:12]2[CH2:22][CH2:21][CH2:20][CH:14]([C:15]([O:17][CH2:18][CH3:19])=[O:16])[CH2:13]2)[N:3]=1. (2) Given the reactants [NH2:1][C:2]1[NH:6][N:5]=[CH:4][C:3]=1[C:7]([O:9][CH2:10][CH3:11])=[O:8].[Cl:12][C:13]1[CH:18]=[CH:17][C:16]([C:19](=O)[CH2:20][C:21](OC)=[O:22])=[CH:15][CH:14]=1.CC1C=CC(S(O)(=O)=O)=CC=1, predict the reaction product. The product is: [Cl:12][C:13]1[CH:14]=[CH:15][C:16]([C:19]2[NH:1][C:2]3[N:6]([N:5]=[CH:4][C:3]=3[C:7]([O:9][CH2:10][CH3:11])=[O:8])[C:21](=[O:22])[CH:20]=2)=[CH:17][CH:18]=1. (3) Given the reactants [Cl:1][C:2]1[CH:3]=[C:4]([NH:9][CH2:10][C:11]([OH:13])=O)[CH:5]=[C:6]([Cl:8])[CH:7]=1.C1C=CC2N(O)N=NC=2C=1.[CH3:24][N:25]([C@@H:45]1[CH2:50][CH2:49][CH2:48][NH:47][CH2:46]1)[C:26]1[C:27]2[CH:34]=[CH:33][N:32]([S:35]([C:38]3[CH:44]=[CH:43][C:41]([CH3:42])=[CH:40][CH:39]=3)(=[O:37])=[O:36])[C:28]=2[N:29]=[CH:30][N:31]=1.CCN(C(C)C)C(C)C, predict the reaction product. The product is: [Cl:8][C:6]1[CH:5]=[C:4]([NH:9][CH2:10][C:11]([N:47]2[CH2:48][CH2:49][CH2:50][C@@H:45]([N:25]([CH3:24])[C:26]3[C:27]4[CH:34]=[CH:33][N:32]([S:35]([C:38]5[CH:44]=[CH:43][C:41]([CH3:42])=[CH:40][CH:39]=5)(=[O:37])=[O:36])[C:28]=4[N:29]=[CH:30][N:31]=3)[CH2:46]2)=[O:13])[CH:3]=[C:2]([Cl:1])[CH:7]=1. (4) Given the reactants O(C1C=C(C=CC=1)CN1CCC(C(O)=O)C1)C1C=CC=CC=1.[F:23][C:24]([F:44])([F:43])[CH2:25][O:26][C:27]1[CH:28]=[C:29]([CH:40]=[CH:41][CH:42]=1)[CH2:30][N:31]1[CH2:35][CH2:34][CH:33]([C:36]([O:38]C)=[O:37])[CH2:32]1, predict the reaction product. The product is: [F:44][C:24]([F:23])([F:43])[CH2:25][O:26][C:27]1[CH:28]=[C:29]([CH:40]=[CH:41][CH:42]=1)[CH2:30][N:31]1[CH2:35][CH2:34][CH:33]([C:36]([OH:38])=[O:37])[CH2:32]1. (5) Given the reactants Cl[C:2]1[C:3]2[N:4]([CH:13]=[N:14][N:15]=2)[C:5]2[CH:11]=[C:10]([Cl:12])[N:9]=[CH:8][C:6]=2[N:7]=1.Cl.[NH:17]1[CH2:20][CH:19]([N:21]([CH3:29])[C:22](=[O:28])[O:23][C:24]([CH3:27])([CH3:26])[CH3:25])[CH2:18]1, predict the reaction product. The product is: [Cl:12][C:10]1[N:9]=[CH:8][C:6]2[N:7]=[C:2]([N:17]3[CH2:20][CH:19]([N:21]([CH3:29])[C:22](=[O:28])[O:23][C:24]([CH3:25])([CH3:26])[CH3:27])[CH2:18]3)[C:3]3[N:4]([CH:13]=[N:14][N:15]=3)[C:5]=2[CH:11]=1.